Dataset: Catalyst prediction with 721,799 reactions and 888 catalyst types from USPTO. Task: Predict which catalyst facilitates the given reaction. (1) Reactant: C1(P(C2C=CC=CC=2)C2C=CC=CC=2)C=CC=CC=1.CCOC(/N=N/C(OCC)=O)=O.[C:32]([O:36][C:37]([NH:39][C:40]1[C:41]([CH3:47])=[C:42]([OH:46])[CH:43]=[CH:44][CH:45]=1)=[O:38])([CH3:35])([CH3:34])[CH3:33].[C:48]([C:50]1[CH:55]=[CH:54][C:53]([CH2:56][CH2:57]O)=[CH:52][CH:51]=1)#[N:49]. Product: [C:32]([O:36][C:37]([NH:39][C:40]1[CH:45]=[CH:44][CH:43]=[C:42]([O:46][CH2:57][CH2:56][C:53]2[CH:54]=[CH:55][C:50]([C:48]#[N:49])=[CH:51][CH:52]=2)[C:41]=1[CH3:47])=[O:38])([CH3:35])([CH3:34])[CH3:33]. The catalyst class is: 20. (2) Reactant: [NH2:1][C:2]([NH2:4])=[S:3].[Br:5][CH2:6][C:7](=O)[C:8]([O:10][CH2:11][CH3:12])=[O:9]. Product: [BrH:5].[NH2:1][C:2]1[S:3][CH:6]=[C:7]([C:8]([O:10][CH2:11][CH3:12])=[O:9])[N:4]=1. The catalyst class is: 8. (3) Reactant: [OH:1][NH:2][C:3](=[NH:5])[CH3:4].[H-].[Na+].[Cl:8][C:9]1[C:10]([F:43])=[C:11]([CH:40]=[CH:41][CH:42]=1)[C:12]([N:14]1[CH2:19][CH2:18][N:17]([CH2:20][C:21]2[CH:22]=[C:23]([CH:28]=[C:29]([N:31]=[C:32]3[N:36]([CH2:37][O:38][CH3:39])[CH:35]=[CH:34][S:33]3)[N:30]=2)[C:24](OC)=O)[CH2:16][CH2:15]1)=[O:13]. Product: [Cl:8][C:9]1[C:10]([F:43])=[C:11]([CH:40]=[CH:41][CH:42]=1)[C:12]([N:14]1[CH2:19][CH2:18][N:17]([CH2:20][C:21]2[N:30]=[C:29]([N:31]=[C:32]3[N:36]([CH2:37][O:38][CH3:39])[CH:35]=[CH:34][S:33]3)[CH:28]=[C:23]([C:24]3[O:1][N:2]=[C:3]([CH3:4])[N:5]=3)[CH:22]=2)[CH2:16][CH2:15]1)=[O:13]. The catalyst class is: 54. (4) Reactant: [CH3:1][C:2]1[O:6][C:5]([CH2:7][CH2:8][OH:9])=[CH:4][CH:3]=1.N1C=CN=C1.[Si:15](Cl)([C:18]([CH3:21])([CH3:20])[CH3:19])([CH3:17])[CH3:16].C(OCC)C. Product: [CH3:19][C:18]([Si:15]([CH3:17])([CH3:16])[O:9][CH2:8][CH2:7][C:5]1[O:6][C:2]([CH3:1])=[CH:3][CH:4]=1)([CH3:21])[CH3:20]. The catalyst class is: 3. (5) Reactant: [C:1]([C:5]1[CH:10]=[CH:9][C:8]([S:11]([NH:14][C:15]2[CH:16]=[CH:17][C:18]3[S:22][C:21]([C:23](O)=[O:24])=[C:20]([C:26]4[CH:31]=[CH:30][CH:29]=[CH:28][CH:27]=4)[C:19]=3[CH:32]=2)(=[O:13])=[O:12])=[CH:7][CH:6]=1)([CH3:4])([CH3:3])[CH3:2].[NH2:33][CH2:34][CH:35]([OH:37])[CH3:36]. Product: [OH:37][CH:35]([CH3:36])[CH2:34][NH:33][C:23]([C:21]1[S:22][C:18]2[CH:17]=[CH:16][C:15]([NH:14][S:11]([C:8]3[CH:9]=[CH:10][C:5]([C:1]([CH3:2])([CH3:3])[CH3:4])=[CH:6][CH:7]=3)(=[O:12])=[O:13])=[CH:32][C:19]=2[C:20]=1[C:26]1[CH:31]=[CH:30][CH:29]=[CH:28][CH:27]=1)=[O:24]. The catalyst class is: 98. (6) Product: [C:1]([O:5][C:6](=[O:30])[C:7]1[CH:12]=[CH:11][C:10]([C:13](=[O:28])[CH2:14][C:15]([CH:37]([N:38]=[C:39]([C:46]2[CH:47]=[CH:48][CH:49]=[CH:50][CH:51]=2)[C:40]2[CH:41]=[CH:42][CH:43]=[CH:44][CH:45]=2)[C:36]([O:35][C:31]([CH3:34])([CH3:33])[CH3:32])=[O:52])([C:20]2[CH:25]=[C:24]([Cl:26])[CH:23]=[C:22]([Cl:27])[CH:21]=2)[C:16]([F:17])([F:19])[F:18])=[CH:9][C:8]=1[CH3:29])([CH3:4])([CH3:3])[CH3:2]. Reactant: [C:1]([O:5][C:6](=[O:30])[C:7]1[CH:12]=[CH:11][C:10]([C:13](=[O:28])/[CH:14]=[C:15](\[C:20]2[CH:25]=[C:24]([Cl:26])[CH:23]=[C:22]([Cl:27])[CH:21]=2)/[C:16]([F:19])([F:18])[F:17])=[CH:9][C:8]=1[CH3:29])([CH3:4])([CH3:3])[CH3:2].[C:31]([O:35][C:36](=[O:52])[CH2:37][N:38]=[C:39]([C:46]1[CH:51]=[CH:50][CH:49]=[CH:48][CH:47]=1)[C:40]1[CH:45]=[CH:44][CH:43]=[CH:42][CH:41]=1)([CH3:34])([CH3:33])[CH3:32].[OH-].[K+].O. The catalyst class is: 10. (7) Reactant: [Na+].[CH:2]1([N:5]2[C:9]([C:10]([O-])=[O:11])=[C:8]([C:13]3[CH:14]=[N:15][C:16]([N:19]([CH2:27][C:28]4[CH:33]=[CH:32][CH:31]=[CH:30][CH:29]=4)[CH2:20][C:21]4[CH:26]=[CH:25][CH:24]=[CH:23][CH:22]=4)=[CH:17][CH:18]=3)[N:7]=[C:6]2[C:34]2[CH:39]=[CH:38][C:37]([O:40][C:41]([F:44])([F:43])[F:42])=[CH:36][CH:35]=2)[CH2:4][CH2:3]1.[N:45]1([CH:50]2[CH2:55][CH2:54][NH:53][CH2:52][CH2:51]2)[CH2:49][CH2:48][CH2:47][CH2:46]1.C(N(CC)CC)C.CN(C(ON1N=NC2C=CC=NC1=2)=[N+](C)C)C.F[P-](F)(F)(F)(F)F. Product: [CH:2]1([N:5]2[C:9]([C:10]([N:53]3[CH2:54][CH2:55][CH:50]([N:45]4[CH2:49][CH2:48][CH2:47][CH2:46]4)[CH2:51][CH2:52]3)=[O:11])=[C:8]([C:13]3[CH:14]=[N:15][C:16]([N:19]([CH2:20][C:21]4[CH:26]=[CH:25][CH:24]=[CH:23][CH:22]=4)[CH2:27][C:28]4[CH:33]=[CH:32][CH:31]=[CH:30][CH:29]=4)=[CH:17][CH:18]=3)[N:7]=[C:6]2[C:34]2[CH:35]=[CH:36][C:37]([O:40][C:41]([F:44])([F:42])[F:43])=[CH:38][CH:39]=2)[CH2:3][CH2:4]1. The catalyst class is: 3.